The task is: Binary Classification. Given a drug SMILES string, predict its activity (active/inactive) in a high-throughput screening assay against a specified biological target.. This data is from HIV replication inhibition screening data with 41,000+ compounds from the AIDS Antiviral Screen. (1) The compound is CC12CCC(=O)C=C1C=CC1C2CCC2(C)C1CCC21CCC(=O)O1. The result is 0 (inactive). (2) The drug is [N-]=[N+]=NCC(O)Cn1cnc2c(NC(=O)c3ccccc3)ncnc21. The result is 0 (inactive). (3) The drug is CC[N+](CC)(CC)CC.c1ccc2c(c1)[SH+][Tl-]1([SH+]2)[SH+]c2ccccc2[SH+]1. The result is 0 (inactive). (4) The molecule is COC1N(C2CC(N=[N+]=[NH2+])C(CO)O2)C(=O)NC(=O)C1(C)I. The result is 1 (active).